Dataset: Forward reaction prediction with 1.9M reactions from USPTO patents (1976-2016). Task: Predict the product of the given reaction. Given the reactants [Br:1][C:2]1[CH:8]=[CH:7][CH:6]=[CH:5][C:3]=1[NH2:4].[CH:9]1([CH:12]=O)[CH2:11][CH2:10]1.C(O)(=O)C.C(O[BH-](OC(=O)C)OC(=O)C)(=O)C.[Na+], predict the reaction product. The product is: [Br:1][C:2]1[CH:8]=[CH:7][CH:6]=[CH:5][C:3]=1[NH:4][CH2:12][CH:9]1[CH2:11][CH2:10]1.